From a dataset of Reaction yield outcomes from USPTO patents with 853,638 reactions. Predict the reaction yield, written as a fraction of the theoretical maximum amount of product (1.0 means a 100% yield; for example, 0.34 means a 34% yield). (1) The reactants are O[C:2]1[CH:7]=[CH:6][CH:5]=[CH:4][C:3]=1[C:8](=[O:20])[CH2:9][C:10]([C:12]1[CH:17]=[C:16](OC)[CH:15]=[CH:14][N:13]=1)=[O:11].C[C:22](O)=[O:23]. The catalyst is Cl.O. The product is [CH3:22][O:23][C:15]1[CH:16]=[CH:17][C:12]([C:10]2[O:11][C:2]3[C:3]([C:8](=[O:20])[CH:9]=2)=[CH:4][CH:5]=[CH:6][CH:7]=3)=[N:13][CH:14]=1. The yield is 0.980. (2) The reactants are C(OC([NH:8][CH2:9][CH2:10][CH2:11][CH2:12][CH:13]([NH:48][C:49](=[O:70])[CH2:50][CH2:51][NH:52][C:53]([C:55]1[CH:60]=[CH:59][C:58]([C:61]2[CH:66]=[CH:65][C:64]([CH2:67][CH2:68][CH3:69])=[CH:63][CH:62]=2)=[CH:57][CH:56]=1)=[O:54])[C:14]([N:16]([CH3:47])[C@H:17]1[C:34]2[CH:35]=[C:30]([C:31]([O:36][CH3:37])=[CH:32][CH:33]=2)[C:29]2=[CH:38][C:25](=[CH:26][CH:27]=[C:28]2[O:39][CH3:40])[CH2:24][C@@H:23]([C:41]([OH:43])=[O:42])[NH:22][C:21](=[O:44])[C@H:20]([CH3:45])[NH:19][C:18]1=[O:46])=[O:15])=O)(C)(C)C.[C:71]([OH:77])([C:73]([F:76])([F:75])[F:74])=[O:72]. The catalyst is C(Cl)Cl. The product is [F:74][C:73]([F:76])([F:75])[C:71]([O-:77])=[O:72].[C:41]([C@@H:23]1[CH2:24][C:25]2[CH:38]=[C:29]([C:28]([O:39][CH3:40])=[CH:27][CH:26]=2)[C:30]2=[CH:35][C:34](=[CH:33][CH:32]=[C:31]2[O:36][CH3:37])[C@H:17]([N:16]([CH3:47])[C:14](=[O:15])[CH:13]([NH:48][C:49](=[O:70])[CH2:50][CH2:51][NH:52][C:53]([C:55]2[CH:56]=[CH:57][C:58]([C:61]3[CH:66]=[CH:65][C:64]([CH2:67][CH2:68][CH3:69])=[CH:63][CH:62]=3)=[CH:59][CH:60]=2)=[O:54])[CH2:12][CH2:11][CH2:10][CH2:9][NH3+:8])[C:18](=[O:46])[NH:19][C@@H:20]([CH3:45])[C:21](=[O:44])[NH:22]1)([OH:43])=[O:42]. The yield is 1.00. (3) The reactants are CC(O[C:6]([O:8][C:9]([O:11][C:12]([CH3:15])([CH3:14])[CH3:13])=[O:10])=O)(C)C.C(Cl)Cl.OC1[C:25]([C:26]([O:28][C:29]2[CH:34]=[CH:33][CH:32]=[CH:31][CH:30]=2)=[O:27])=[C:24]([CH3:35])[C:23]([C:36]([F:39])([F:38])[F:37])=[CH:22][CH:21]=1. The catalyst is CN(C1C=CN=CC=1)C.CCOC(C)=O. The product is [C:12]([O:11][C:9]([O:8][C:6]1[C:25]([C:26]([O:28][C:29]2[CH:34]=[CH:33][CH:32]=[CH:31][CH:30]=2)=[O:27])=[C:24]([CH3:35])[C:23]([C:36]([F:37])([F:39])[F:38])=[CH:22][CH:21]=1)=[O:10])([CH3:13])([CH3:14])[CH3:15]. The yield is 0.530. (4) The reactants are B(C1CCCCC1)C1CCCCC1.[CH3:14][C:15]([CH3:19])([CH3:18])[C:16]#[CH:17].[Zn](CC)CC.[CH:25]1([CH:31]=[O:32])[CH2:30][CH2:29][CH2:28][CH2:27][CH2:26]1. No catalyst specified. The product is [CH:25]1([C@H:31]([OH:32])[CH:17]=[CH:16][C:15]([CH3:19])([CH3:18])[CH3:14])[CH2:30][CH2:29][CH2:28][CH2:27][CH2:26]1. The yield is 0.800. (5) The reactants are [CH2:1](/[C:3](=[CH:9]/O)/[C:4](OCC)=[O:5])[CH3:2].C([O-])([O-])=O.[K+].[K+].[C:17](=[NH:40])([O:19][CH2:20][CH2:21][C:22]1[CH:27]=[CH:26][C:25]([O:28][C:29]2[CH:34]=[CH:33][C:32]([Cl:35])=[C:31]([C:36]([F:39])([F:38])[F:37])[CH:30]=2)=[CH:24][CH:23]=1)[NH2:18]. The catalyst is CN1C(=O)CCC1. The product is [Cl:35][C:32]1[CH:33]=[CH:34][C:29]([O:28][C:25]2[CH:24]=[CH:23][C:22]([CH2:21][CH2:20][O:19][C:17]3[NH:18][CH:9]=[C:3]([CH2:1][CH3:2])[C:4](=[O:5])[N:40]=3)=[CH:27][CH:26]=2)=[CH:30][C:31]=1[C:36]([F:39])([F:38])[F:37]. The yield is 0.385. (6) The reactants are [C:1]([C:5]1[CH:13]=[CH:12][C:8]([C:9]([NH2:11])=[O:10])=[CH:7][CH:6]=1)([CH3:4])([CH3:3])[CH3:2].[CH2:14]([O:16][C:17](=[O:24])[CH2:18][C:19](=O)[CH:20](Br)[CH3:21])[CH3:15].C1(C)C=CC(S(O)(=O)=O)=CC=1. The catalyst is C(O)C.C(OCC)(=O)C. The product is [CH2:14]([O:16][C:17](=[O:24])[CH2:18][C:19]1[N:11]=[C:9]([C:8]2[CH:7]=[CH:6][C:5]([C:1]([CH3:4])([CH3:2])[CH3:3])=[CH:13][CH:12]=2)[O:10][C:20]=1[CH3:21])[CH3:15]. The yield is 0.140.